Task: Predict the reactants needed to synthesize the given product.. Dataset: Full USPTO retrosynthesis dataset with 1.9M reactions from patents (1976-2016) (1) The reactants are: [OH-].[K+].[NH:3]1[C:11]2[C:6](=[CH:7][CH:8]=[C:9]([C:12]([OH:14])=[O:13])[CH:10]=2)[CH:5]=[CH:4]1.[CH2:15]([N:22]1[CH2:27][CH2:26][C:25](=O)[CH2:24][CH2:23]1)[C:16]1[CH:21]=[CH:20][CH:19]=[CH:18][CH:17]=1. Given the product [CH2:15]([N:22]1[CH2:23][CH:24]=[C:25]([C:5]2[C:6]3[C:11](=[CH:10][C:9]([C:12]([OH:14])=[O:13])=[CH:8][CH:7]=3)[NH:3][CH:4]=2)[CH2:26][CH2:27]1)[C:16]1[CH:21]=[CH:20][CH:19]=[CH:18][CH:17]=1, predict the reactants needed to synthesize it. (2) Given the product [Br:1][C:2]1[CH:7]=[CH:6][C:5]([C:8](=[O:9])[CH3:17])=[C:4]([F:16])[CH:3]=1, predict the reactants needed to synthesize it. The reactants are: [Br:1][C:2]1[CH:7]=[CH:6][C:5]([C:8](N2CCOCC2)=[O:9])=[C:4]([F:16])[CH:3]=1.[CH3:17][Mg]Br.[NH4+].[Cl-]. (3) Given the product [F:17][C:2]([F:1])([O:9][C:10]1[CH:11]=[CH:12][C:13]([F:16])=[CH:14][CH:15]=1)[CH:3]([N:5]([O:7][CH3:8])[CH3:6])[OH:4], predict the reactants needed to synthesize it. The reactants are: [F:1][C:2]([F:17])([O:9][C:10]1[CH:15]=[CH:14][C:13]([F:16])=[CH:12][CH:11]=1)[C:3]([N:5]([O:7][CH3:8])[CH3:6])=[O:4].[H-].[Al+3].[Li+].[H-].[H-].[H-].[OH-].[Na+].C(OCC)C. (4) Given the product [OH:5][CH2:1][C:2]1[CH:3]=[CH:11][N:10]([CH3:9])[C:15](=[O:22])[CH:4]=1, predict the reactants needed to synthesize it. The reactants are: [CH2:1]([O:5]C(Cl)=O)[CH:2]([CH3:4])[CH3:3].[CH3:9][N:10]1[CH2:15]COC[CH2:11]1.[BH4-].[Na+].Cl.C1C[O:22]CC1. (5) Given the product [CH:1]1[C:10]2[C:5](=[CH:6][CH:7]=[CH:8][CH:9]=2)[CH:4]=[CH:3][C:2]=1[C:11]1[CH:16]=[CH:15][N:14]=[C:13]([N:17]2[CH2:18][CH2:19][C:20](=[O:23])[CH2:21][CH2:22]2)[N:12]=1, predict the reactants needed to synthesize it. The reactants are: [CH:1]1[C:10]2[C:5](=[CH:6][CH:7]=[CH:8][CH:9]=2)[CH:4]=[CH:3][C:2]=1[C:11]1[CH:16]=[CH:15][N:14]=[C:13]([N:17]2[CH2:22][CH2:21][CH:20]([OH:23])[CH2:19][CH2:18]2)[N:12]=1.CC(OI1(OC(C)=O)(OC(C)=O)OC(=O)C2C=CC=CC1=2)=O. (6) Given the product [N:11]1([S:8]([C:5]2[CH:6]=[CH:7][C:2]([NH:29][C:28]([NH2:30])=[NH:27])=[CH:3][CH:4]=2)(=[O:10])=[O:9])[CH2:16][CH2:15][O:14][CH2:13][CH2:12]1, predict the reactants needed to synthesize it. The reactants are: F[C:2]1[CH:7]=[CH:6][C:5]([S:8]([N:11]2[CH2:16][CH2:15][O:14][CH2:13][CH2:12]2)(=[O:10])=[O:9])=[CH:4][CH:3]=1.C(=O)([O-])[O-].[Cs+].[Cs+].C(=O)(O)O.[NH2:27][C:28]([NH2:30])=[NH:29]. (7) Given the product [NH2:36][C:19]1[C:20]2[C:15](=[N:14][N:13]([CH2:12][C:5]3[C:4]4[C:9](=[CH:10][CH:11]=[C:2]([Cl:1])[CH:3]=4)[N:8]=[CH:7][CH:6]=3)[C:21]=2[C:22]2[N:26]([CH3:27])[CH:25]=[C:24]([C:28]#[N:29])[CH:23]=2)[N:16]([CH2:32][CH:33]2[CH2:35][CH2:34]2)[C:17](=[O:31])[N:18]=1, predict the reactants needed to synthesize it. The reactants are: [Cl:1][C:2]1[CH:3]=[C:4]2[C:9](=[CH:10][CH:11]=1)[N:8]=[CH:7][CH:6]=[C:5]2[CH2:12][N:13]1[C:21]([C:22]2[N:26]([CH3:27])[CH:25]=[C:24]([C:28]#[N:29])[CH:23]=2)=[C:20]2[C:15]([N:16]([CH2:32][CH:33]3[CH2:35][CH2:34]3)[C:17](=[O:31])[NH:18][C:19]2=S)=[N:14]1.[NH3:36]. (8) Given the product [CH2:6]([O:8][C:9]([C:11]1[S:12][C:13]([CH2:4][CH3:5])=[C:14]([C:23]#[N:24])[C:15]=1[C:16]1[CH:21]=[CH:20][C:19]([I:22])=[CH:18][CH:17]=1)=[O:10])[CH3:7], predict the reactants needed to synthesize it. The reactants are: C([Zn][CH2:4][CH3:5])C.[CH2:6]([O:8][C:9]([C:11]1[S:12][C:13](S(C)(=O)=O)=[C:14]([C:23]#[N:24])[C:15]=1[C:16]1[CH:21]=[CH:20][C:19]([I:22])=[CH:18][CH:17]=1)=[O:10])[CH3:7].